From a dataset of Catalyst prediction with 721,799 reactions and 888 catalyst types from USPTO. Predict which catalyst facilitates the given reaction. (1) Reactant: [F:1][C:2]([F:22])([F:21])[C:3]1[CH:4]=[C:5]([CH:9]([C:11]2[CH:16]=[CH:15][CH:14]=[C:13]([C:17]([F:20])([F:19])[F:18])[CH:12]=2)O)[CH:6]=[CH:7][CH:8]=1.S(Cl)([Cl:25])=O. Product: [Cl:25][CH:9]([C:11]1[CH:16]=[CH:15][CH:14]=[C:13]([C:17]([F:20])([F:19])[F:18])[CH:12]=1)[C:5]1[CH:6]=[CH:7][CH:8]=[C:3]([C:2]([F:22])([F:21])[F:1])[CH:4]=1. The catalyst class is: 2. (2) Reactant: [NH:1]1[CH2:6][CH2:5][NH:4][CH2:3][CH2:2]1.[C:7]([C:11]1[N:16]=[C:15](Cl)[CH:14]=[C:13]([CH2:18][CH2:19][O:20][CH3:21])[N:12]=1)([CH3:10])([CH3:9])[CH3:8].O. The catalyst class is: 8. Product: [C:7]([C:11]1[N:12]=[C:13]([CH2:18][CH2:19][O:20][CH3:21])[CH:14]=[C:15]([N:1]2[CH2:6][CH2:5][NH:4][CH2:3][CH2:2]2)[N:16]=1)([CH3:10])([CH3:8])[CH3:9]. (3) Reactant: [CH2:1]([CH:3]([C:6]1[C:7]2[N:8]([C:13]([C:17]3[S:21][C:20](Br)=[N:19][C:18]=3[CH3:23])=[C:14]([CH3:16])[N:15]=2)[N:9]=[C:10]([CH3:12])[CH:11]=1)[CH2:4][CH3:5])[CH3:2].[F:24][C:25]([F:37])([F:36])[O:26][C:27]1[CH:32]=[CH:31][C:30](B(O)O)=[CH:29][CH:28]=1.C(=O)([O-])[O-].[Na+].[Na+]. Product: [CH2:1]([CH:3]([C:6]1[C:7]2[N:8]([C:13]([C:17]3[S:21][C:20]([C:30]4[CH:29]=[CH:28][C:27]([O:26][C:25]([F:24])([F:36])[F:37])=[CH:32][CH:31]=4)=[N:19][C:18]=3[CH3:23])=[C:14]([CH3:16])[N:15]=2)[N:9]=[C:10]([CH3:12])[CH:11]=1)[CH2:4][CH3:5])[CH3:2]. The catalyst class is: 461. (4) Reactant: [NH2:1][C:2]1[C:3]2[N:11]=[C:10]([C:12]3[CH:13]=[C:14]([CH:18]=[C:19]([F:21])[CH:20]=3)[C:15]([OH:17])=O)[CH:9]=[CH:8][C:4]=2[N:5]=[CH:6][N:7]=1.[NH2:22][CH2:23][CH2:24][OH:25].CN(C(ON1N=NC2C=CC=NC1=2)=[N+](C)C)C.F[P-](F)(F)(F)(F)F.CCN(C(C)C)C(C)C. Product: [NH2:1][C:2]1[C:3]2[N:11]=[C:10]([C:12]3[CH:13]=[C:14]([CH:18]=[C:19]([F:21])[CH:20]=3)[C:15]([NH:22][CH2:23][CH2:24][OH:25])=[O:17])[CH:9]=[CH:8][C:4]=2[N:5]=[CH:6][N:7]=1. The catalyst class is: 3. (5) Reactant: C(OC(=O)[NH:7][C@H:8]([C:20](=[O:30])[NH:21][CH2:22][C:23]1[CH:24]=[N:25][C:26]([NH2:29])=[CH:27][CH:28]=1)[CH2:9][CH:10]1[CH:19]2[CH:14]([CH2:15][CH2:16][CH2:17][CH2:18]2)[CH2:13][CH2:12][CH2:11]1)(C)(C)C.[ClH:32]. Product: [ClH:32].[ClH:32].[NH2:7][C@@H:8]([CH2:9][CH:10]1[CH:19]2[CH:14]([CH2:15][CH2:16][CH2:17][CH2:18]2)[CH2:13][CH2:12][CH2:11]1)[C:20]([NH:21][CH2:22][C:23]1[CH:24]=[N:25][C:26]([NH2:29])=[CH:27][CH:28]=1)=[O:30]. The catalyst class is: 12.